From a dataset of Full USPTO retrosynthesis dataset with 1.9M reactions from patents (1976-2016). Predict the reactants needed to synthesize the given product. (1) Given the product [O:31]=[S:29]1(=[O:30])[NH:28][CH2:27][CH2:26][N:25]1[C:22]1[CH:23]=[CH:24][N:20]([C:4]2[CH:3]=[C:2]([CH3:1])[N:7]=[C:6]3[N:8]([C:11]4[CH:16]=[CH:15][C:14]([O:17][CH3:18])=[CH:13][C:12]=4[CH3:19])[CH2:9][CH2:10][C:5]=23)[N:21]=1, predict the reactants needed to synthesize it. The reactants are: [CH3:1][C:2]1[N:7]=[C:6]2[N:8]([C:11]3[CH:16]=[CH:15][C:14]([O:17][CH3:18])=[CH:13][C:12]=3[CH3:19])[CH2:9][CH2:10][C:5]2=[C:4]([N:20]2[CH:24]=[CH:23][C:22]([N:25]3[S:29](=[O:31])(=[O:30])[N:28](C(OC)=O)[CH2:27][CH2:26]3)=[N:21]2)[CH:3]=1.[OH-].[Na+].C([O-])(O)=O.[Na+]. (2) Given the product [CH3:1][O:2][C:3]1[CH:8]=[CH:7][C:6]([CH:9]([NH:11][C:28]2[C:27]3[N:31]=[CH:32][N:33]([C:26]=3[N:25]=[CH:24][N:29]=2)[C@@H:34]2[O:38][C@H:37]([CH2:39][OH:40])[C@@H:36]([OH:41])[C@H:35]2[OH:42])[CH3:10])=[CH:5][CH:4]=1, predict the reactants needed to synthesize it. The reactants are: [CH3:1][O:2][C:3]1[CH:8]=[CH:7][C:6]([CH:9]([NH2:11])[CH3:10])=[CH:5][CH:4]=1.Cl.COC1C=CC(C(N)C)=CC=1.[CH:24]1[N:29]=[C:28](Cl)[C:27]2[N:31]=[CH:32][N:33]([C@@H:34]3[O:38][C@H:37]([CH2:39][OH:40])[C@@H:36]([OH:41])[C@H:35]3[OH:42])[C:26]=2[N:25]=1.C(N(CC)CC)C. (3) Given the product [N:2]1[CH:7]=[CH:6][C:5]([C:14]([OH:16])=[O:15])=[N:4][CH:3]=1, predict the reactants needed to synthesize it. The reactants are: C[N:2]1[CH:7]=[CH:6][CH:5]=[N:4][CH2:3]1.[Mn]([O-])(=O)(=O)=O.[K+].[C:14](=O)([O-:16])[O-:15].[Na+].[Na+]. (4) Given the product [Cl:27][C:28]1[CH:29]=[C:30]([CH:34]=[C:35]([CH3:37])[N:36]=1)[C:31]([NH:10][CH2:11][C@H:12]1[CH2:13][CH2:14][C@H:15]([CH2:18][NH:19][C:20](=[O:26])[O:21][C:22]([CH3:23])([CH3:25])[CH3:24])[CH2:16][CH2:17]1)=[O:32], predict the reactants needed to synthesize it. The reactants are: CCN(C(C)C)C(C)C.[NH2:10][CH2:11][C@H:12]1[CH2:17][CH2:16][C@H:15]([CH2:18][NH:19][C:20](=[O:26])[O:21][C:22]([CH3:25])([CH3:24])[CH3:23])[CH2:14][CH2:13]1.[Cl:27][C:28]1[CH:29]=[C:30]([CH:34]=[C:35]([CH3:37])[N:36]=1)[C:31](O)=[O:32].CN(C(ON1N=NC2C=CC=CC1=2)=[N+](C)C)C.[B-](F)(F)(F)F.